Predict which catalyst facilitates the given reaction. From a dataset of Catalyst prediction with 721,799 reactions and 888 catalyst types from USPTO. (1) Reactant: [CH:1]1[C:13]2[NH:12][C:11]3[C:6](=[CH:7]C=[CH:9][CH:10]=3)[C:5]=2[CH:4]=[CH:3][CH:2]=1.S(Cl)([Cl:17])(=O)=O.[CH2:19]([Cl:21])Cl. Product: [Cl:17][C:3]1[CH:2]=[CH:1][C:13]2[NH:12][C:11]3[C:6]([C:5]=2[CH:4]=1)=[CH:7][C:19]([Cl:21])=[CH:9][CH:10]=3. The catalyst class is: 250. (2) Reactant: Cl[C:2]1[C:11]2[C:6](=[CH:7][CH:8]=[CH:9][CH:10]=2)[C:5]([NH:12][C:13]2[CH:18]=[CH:17][C:16]([S:19][C:20]3[C:29]4[C:24](=[CH:25][C:26]([O:30][CH3:31])=[CH:27][N:28]=4)[N:23]=[CH:22][CH:21]=3)=[CH:15][CH:14]=2)=[N:4][N:3]=1.CC1(C)C(C)(C)OB([C:40]2[CH2:45][CH2:44][N:43]([C:46]([O:48][C:49]([CH3:52])([CH3:51])[CH3:50])=[O:47])[CH2:42][CH:41]=2)O1.C(=O)([O-])[O-].[Na+].[Na+]. Product: [CH3:31][O:30][C:26]1[CH:25]=[C:24]2[C:29]([C:20]([S:19][C:16]3[CH:17]=[CH:18][C:13]([NH:12][C:5]4[C:6]5[C:11](=[CH:10][CH:9]=[CH:8][CH:7]=5)[C:2]([C:40]5[CH2:45][CH2:44][N:43]([C:46]([O:48][C:49]([CH3:52])([CH3:51])[CH3:50])=[O:47])[CH2:42][CH:41]=5)=[N:3][N:4]=4)=[CH:14][CH:15]=3)=[CH:21][CH:22]=[N:23]2)=[N:28][CH:27]=1. The catalyst class is: 294.